From a dataset of Full USPTO retrosynthesis dataset with 1.9M reactions from patents (1976-2016). Predict the reactants needed to synthesize the given product. (1) Given the product [OH:8][C:9]([CH3:31])([CH3:30])[CH2:10][C@@:11]1([C:24]2[CH:25]=[CH:26][CH:27]=[CH:28][CH:29]=2)[O:16][C:15](=[O:17])[N:14]([C@H:18]2[CH2:23][CH2:22][CH2:21][N:20]([C:33]3[CH:34]=[CH:35][C:36]4[N:37]([CH:39]=[CH:40][N:41]=4)[N:38]=3)[CH2:19]2)[CH2:13][CH2:12]1, predict the reactants needed to synthesize it. The reactants are: C(O)(C(F)(F)F)=O.[OH:8][C:9]([CH3:31])([CH3:30])[CH2:10][C@@:11]1([C:24]2[CH:29]=[CH:28][CH:27]=[CH:26][CH:25]=2)[O:16][C:15](=[O:17])[N:14]([C@H:18]2[CH2:23][CH2:22][CH2:21][NH:20][CH2:19]2)[CH2:13][CH2:12]1.Cl[C:33]1[CH:34]=[CH:35][C:36]2[N:37]([CH:39]=[CH:40][N:41]=2)[N:38]=1.CCN(C(C)C)C(C)C. (2) The reactants are: I[C:2]1[CH:3]=[N:4][C:5]([C:8]2[CH:9]=[C:10]([CH:26]=[CH:27][CH:28]=2)[CH2:11][N:12]2[C:16]3[CH:17]=[C:18]([C:21]([F:24])([F:23])[F:22])[CH:19]=[CH:20][C:15]=3[S:14][C:13]2=[O:25])=[N:6][CH:7]=1.[CH3:29][N:30]1[CH2:35][CH2:34][NH:33][CH2:32][CH2:31]1.O.O.O.P([O-])([O-])([O-])=O.[K+].[K+].[K+].C1(P(C2CCCCC2)C2C=CC=CC=2C2C(OC)=CC=CC=2OC)CCCCC1. Given the product [CH3:29][N:30]1[CH2:35][CH2:34][N:33]([C:2]2[CH:3]=[N:4][C:5]([C:8]3[CH:9]=[C:10]([CH:26]=[CH:27][CH:28]=3)[CH2:11][N:12]3[C:16]4[CH:17]=[C:18]([C:21]([F:24])([F:23])[F:22])[CH:19]=[CH:20][C:15]=4[S:14][C:13]3=[O:25])=[N:6][CH:7]=2)[CH2:32][CH2:31]1, predict the reactants needed to synthesize it. (3) The reactants are: O[C:2]1[N:7]=[N:6][C:5]([C:8]([OH:10])=O)=[CH:4][CH:3]=1.C([N:13]([CH2:16][CH3:17])[CH2:14]C)C.N1CCC1.P(Cl)(Cl)([Cl:24])=O. Given the product [N:13]1([C:8]([C:5]2[N:6]=[N:7][C:2]([Cl:24])=[CH:3][CH:4]=2)=[O:10])[CH2:14][CH2:17][CH2:16]1, predict the reactants needed to synthesize it. (4) Given the product [CH3:15][C:12]1([CH3:14])[C:11]([CH3:16])([CH3:17])[O:10][B:9]([C:37]2[CH2:36][CH2:35][CH2:34][CH2:33][C:32]=2[C:38]([O:41][CH2:45][CH3:46])=[O:39])[O:13]1, predict the reactants needed to synthesize it. The reactants are: [CH3:16][C:11]1([CH3:17])[C:12]([CH3:15])([CH3:14])[O:13][B:9]([B:9]2[O:13][C:12]([CH3:15])([CH3:14])[C:11]([CH3:17])([CH3:16])[O:10]2)[O:10]1.[C:32]1(P([C:32]2[CH:37]=[CH:36][CH:35]=[CH:34][CH:33]=2)[C:32]2[CH:37]=[CH:36][CH:35]=[CH:34][CH:33]=2)[CH:37]=[CH:36][CH:35]=[CH:34][CH:33]=1.[C:38]([O-:41])([O-])=[O:39].[K+].[K+].O1CCO[CH2:46][CH2:45]1. (5) Given the product [F:23][C:22]([F:25])([F:24])[S:19]([O:11][C:2]1[CH:3]=[CH:4][C:5]2[C:10](=[CH:9][CH:8]=[CH:7][CH:6]=2)[C:1]=1[Cl:35])(=[O:21])=[O:20], predict the reactants needed to synthesize it. The reactants are: [CH:1]1[C:10]2[C:5](=[CH:6][CH:7]=[CH:8][CH:9]=2)[CH:4]=[CH:3][C:2]=1[OH:11].C(N(CC)CC)C.[S:19](O[S:19]([C:22]([F:25])([F:24])[F:23])(=[O:21])=[O:20])([C:22]([F:25])([F:24])[F:23])(=[O:21])=[O:20].C(Cl)[Cl:35]. (6) Given the product [C:1]([O:5][C:6](=[O:25])[NH:7][CH:8]1[CH2:13][CH2:12][CH:11]([NH:14][C:15](=[O:24])[C:16]2[CH:21]=[CH:20][C:19]([O:22][CH2:27][C:28]3[CH:35]=[CH:34][CH:33]=[C:30]([C:31]#[N:32])[CH:29]=3)=[CH:18][C:17]=2[O:23][CH2:27][C:28]2[CH:35]=[CH:34][CH:33]=[C:30]([C:31]#[N:32])[CH:29]=2)[CH2:10][CH2:9]1)([CH3:4])([CH3:2])[CH3:3], predict the reactants needed to synthesize it. The reactants are: [C:1]([O:5][C:6](=[O:25])[NH:7][CH:8]1[CH2:13][CH2:12][CH:11]([NH:14][C:15](=[O:24])[C:16]2[CH:21]=[CH:20][C:19]([OH:22])=[CH:18][C:17]=2[OH:23])[CH2:10][CH2:9]1)([CH3:4])([CH3:3])[CH3:2].Br[CH2:27][C:28]1[CH:29]=[C:30]([CH:33]=[CH:34][CH:35]=1)[C:31]#[N:32]. (7) Given the product [S:3]1[C:7]2[CH:8]=[CH:9][C:10]([CH2:12][CH2:13][O:14][CH2:15][CH2:16][C:17]([OH:19])=[O:18])=[CH:11][C:6]=2[CH:5]=[CH:4]1, predict the reactants needed to synthesize it. The reactants are: CO.[S:3]1[C:7]2[CH:8]=[CH:9][C:10]([CH2:12][CH2:13][O:14][CH2:15][CH2:16][C:17]([O:19]C)=[O:18])=[CH:11][C:6]=2[CH:5]=[CH:4]1.[OH-].[K+]. (8) Given the product [CH2:7]([C:6]1[CH:5]=[CH:4][S:3][C:2]=1[CH:18]=[O:19])[CH2:8][CH2:9][CH2:10][CH2:11][CH3:12], predict the reactants needed to synthesize it. The reactants are: Br[C:2]1[S:3][CH:4]=[CH:5][C:6]=1[CH2:7][CH2:8][CH2:9][CH2:10][CH2:11][CH3:12].C([Li])CCC.[CH:18](N1CCCCC1)=[O:19]. (9) Given the product [CH2:1]([O:8][C:9]([N:11]1[CH2:16][CH2:15][C:14]([CH2:23][C:22]2[CH:26]=[CH:27][C:19]([F:18])=[CH:20][CH:21]=2)([OH:17])[CH2:13][CH2:12]1)=[O:10])[C:2]1[CH:7]=[CH:6][CH:5]=[CH:4][CH:3]=1, predict the reactants needed to synthesize it. The reactants are: [CH2:1]([O:8][C:9]([N:11]1[CH2:16][CH2:15][C:14](=[O:17])[CH2:13][CH2:12]1)=[O:10])[C:2]1[CH:7]=[CH:6][CH:5]=[CH:4][CH:3]=1.[F:18][C:19]1[CH:27]=[CH:26][C:22]([CH2:23][Mg]Cl)=[CH:21][CH:20]=1. (10) Given the product [C:5]12([C:3](=[O:4])[CH2:2][S:22][C:19]3[CH:20]=[CH:21][C:16]([Cl:15])=[CH:17][CH:18]=3)[CH2:14][CH:9]3[CH2:10][CH:11]([CH2:13][CH:7]([CH2:8]3)[CH2:6]1)[CH2:12]2, predict the reactants needed to synthesize it. The reactants are: Br[CH2:2][C:3]([C:5]12[CH2:14][CH:9]3[CH2:10][CH:11]([CH2:13][CH:7]([CH2:8]3)[CH2:6]1)[CH2:12]2)=[O:4].[Cl:15][C:16]1[CH:21]=[CH:20][C:19]([SH:22])=[CH:18][CH:17]=1.